From a dataset of Reaction yield outcomes from USPTO patents with 853,638 reactions. Predict the reaction yield, written as a fraction of the theoretical maximum amount of product (1.0 means a 100% yield; for example, 0.34 means a 34% yield). (1) The reactants are [Br:1][C:2]1[C:3]([O:12][CH3:13])=[C:4]([CH2:10]O)[CH:5]=[C:6]([O:8][CH3:9])[CH:7]=1.O=S(Cl)[Cl:16].O. The catalyst is C1COCC1.[Cl-].[Cl-].[Zn+2]. The product is [Br:1][C:2]1[CH:7]=[C:6]([O:8][CH3:9])[CH:5]=[C:4]([CH2:10][Cl:16])[C:3]=1[O:12][CH3:13]. The yield is 0.750. (2) The reactants are CC[N:3]([CH:7]([CH3:9])[CH3:8])C(C)C.[C:10]([O:14][C:15]([NH:17][CH:18]1[CH2:23][CH:22]([NH:24][C:25]([O:27][C:28]([CH3:31])([CH3:30])[CH3:29])=[O:26])[CH2:21][N:20]([C:32]2[N:37]=[N:36][C:35]([Cl:38])=[C:34]([C:39]([OH:41])=O)[CH:33]=2)[CH2:19]1)=[O:16])([CH3:13])([CH3:12])[CH3:11].[OH:42][C:43]1[C:52]2[C:47](=[CH:48][CH:49]=[CH:50][CH:51]=2)[CH:46]=[CH:45][C:44]=1[C:53]([OH:55])=O.C1C=C[C:59]2N(O)N=[N:62][C:60]=2[CH:61]=1.CCN=C=NCCCN(C)C. The catalyst is C1COCC1.C(Cl)Cl. The product is [C:28]([O:27][C:25](=[O:26])[NH:24][CH:22]1[CH2:23][CH:18]([NH:17][C:15]([O:14][C:10]([CH3:11])([CH3:12])[CH3:13])=[O:16])[CH2:19][N:20]([C:32]2[N:37]=[N:36][C:35]([Cl:38])=[C:34]([C:39](=[O:41])[NH:62][C:60]3[CH:61]=[CH:8][C:7]([NH:3][C:53]([C:44]4[CH:45]=[CH:46][C:47]5[C:52](=[CH:51][CH:50]=[CH:49][CH:48]=5)[C:43]=4[OH:42])=[O:55])=[CH:9][CH:59]=3)[CH:33]=2)[CH2:21]1)([CH3:31])([CH3:30])[CH3:29]. The yield is 0.984. (3) The reactants are [CH2:1]([C:3]1[CH:11]=[CH:10][C:6]([C:7]([OH:9])=[O:8])=[CH:5][C:4]=1[N+:12]([O-])=O)[CH3:2]. The catalyst is CO.[Pd]. The product is [NH2:12][C:4]1[CH:5]=[C:6]([CH:10]=[CH:11][C:3]=1[CH2:1][CH3:2])[C:7]([OH:9])=[O:8]. The yield is 0.706. (4) The reactants are CON(C)[C:4](=[O:18])[CH:5]([NH:10][C:11](=[O:17])[O:12][C:13]([CH3:16])([CH3:15])[CH3:14])[C:6]([CH3:9])([CH3:8])[CH3:7].[Cl:20][C:21]1[CH:26]=[CH:25][C:24]([Mg]Br)=[CH:23][CH:22]=1. The catalyst is C1COCC1. The product is [Cl:20][C:21]1[CH:26]=[CH:25][C:24]([C:4](=[O:18])[CH:5]([NH:10][C:11](=[O:17])[O:12][C:13]([CH3:14])([CH3:15])[CH3:16])[C:6]([CH3:7])([CH3:8])[CH3:9])=[CH:23][CH:22]=1. The yield is 0.250. (5) The reactants are [C@H:1]1([OH:8])[CH2:6][CH2:5][CH2:4][C@H:3]([OH:7])[CH2:2]1.[C:9](OC=C)(=[O:11])[CH3:10].[C:15]([O:19]C)(C)(C)[CH3:16]. No catalyst specified. The product is [C:9]([O:7][C@H:3]1[CH2:4][CH2:5][CH2:6][C@@H:1]([O:8][C:15](=[O:19])[CH3:16])[CH2:2]1)(=[O:11])[CH3:10]. The yield is 0.230. (6) The reactants are [N:1]1([C:7]2[S:15][C:14]3[S:13](=[O:17])(=[O:16])[N:12](COCC[Si](C)(C)C)[CH2:11][C:10]([C:27]4[CH:36]=[CH:35][C:34]5[C:29](=[CH:30][CH:31]=[CH:32][CH:33]=5)[CH:28]=4)([OH:26])[C:9]=3[CH:8]=2)[CH2:6][CH2:5][O:4][CH2:3][CH2:2]1.[F-].C([N+](CCCC)(CCCC)CCCC)CCC. The catalyst is C1COCC1. The product is [N:1]1([C:7]2[S:15][C:14]3[S:13](=[O:17])(=[O:16])[NH:12][CH2:11][C:10]([C:27]4[CH:36]=[CH:35][C:34]5[C:29](=[CH:30][CH:31]=[CH:32][CH:33]=5)[CH:28]=4)([OH:26])[C:9]=3[CH:8]=2)[CH2:2][CH2:3][O:4][CH2:5][CH2:6]1. The yield is 0.550. (7) The reactants are C[N:2]1[C:11]2[C:6](=[CH:7][N:8]=[CH:9][C:10]=2[C:12]2[CH:17]=[CH:16][C:15]([O:18][CH2:19][CH2:20][O:21][CH:22]3[CH2:27][CH2:26][O:25][CH2:24][CH2:23]3)=[CH:14][CH:13]=2)[CH:5]=[CH:4][CH:3]1[C:28]([OH:30])=O.Cl.CN.[CH2:34]([N:36](CC)CC)C.ON1C2C=CC=CC=2N=N1.Cl.C(N=C=NCCCN(C)C)C. The catalyst is CN(C)C=O. The product is [CH3:34][NH:36][C:28]([C:3]1[CH:4]=[CH:5][C:6]2[C:11](=[C:10]([C:12]3[CH:17]=[CH:16][C:15]([O:18][CH2:19][CH2:20][O:21][CH:22]4[CH2:27][CH2:26][O:25][CH2:24][CH2:23]4)=[CH:14][CH:13]=3)[CH:9]=[N:8][CH:7]=2)[N:2]=1)=[O:30]. The yield is 0.100. (8) The reactants are Cl.[F:2][C:3]1[CH:8]=[C:7]([N:9]2[CH2:13][CH:12]([CH2:14][N:15]3[CH:19]=[C:18]([Si](C)(C)C)[N:17]=[N:16]3)[O:11][C:10]2=[O:24])[CH:6]=[CH:5][C:4]=1[C:25]1[CH:30]=[CH:29][C:28]([CH2:31][NH:32][CH2:33][C:34]2[N:35]=[N:36][N:37]([CH2:39][C:40]3[CH:45]=[CH:44][C:43]([O:46][CH3:47])=[CH:42][CH:41]=3)[CH:38]=2)=[CH:27][CH:26]=1.[F-].C([N+](CCCC)(CCCC)CCCC)CCC.C1COCC1. The catalyst is C(O)(=O)C. The product is [F:2][C:3]1[CH:8]=[C:7]([N:9]2[CH2:13][C@H:12]([CH2:14][N:15]3[CH:19]=[CH:18][N:17]=[N:16]3)[O:11][C:10]2=[O:24])[CH:6]=[CH:5][C:4]=1[C:25]1[CH:26]=[CH:27][C:28]([CH2:31][NH:32][CH2:33][C:34]2[N:35]=[N:36][N:37]([CH2:39][C:40]3[CH:41]=[CH:42][C:43]([O:46][CH3:47])=[CH:44][CH:45]=3)[CH:38]=2)=[CH:29][CH:30]=1. The yield is 0.870.